Dataset: Forward reaction prediction with 1.9M reactions from USPTO patents (1976-2016). Task: Predict the product of the given reaction. (1) Given the reactants [CH3:1][N:2]1[C:11]2[C:6](=[CH:7][C:8]([C:12]([O:14]C)=O)=[CH:9][CH:10]=2)[C:5](=[O:16])[NH:4][C:3]1=[O:17].[Li+].[OH-].[O:20]1[CH2:25][CH2:24][O:23][CH2:22]C1.O, predict the reaction product. The product is: [CH2:11]([NH2:2])[C:6]1[CH:7]=[CH:8][C:24]2[O:23][CH2:22][O:20][C:25]=2[CH:5]=1.[O:20]1[C:25]2[CH:8]=[CH:7][C:6]([CH2:11][NH:2][C:12]([C:8]3[CH:7]=[C:6]4[C:11](=[CH:10][CH:9]=3)[N:2]([CH3:1])[C:3](=[O:17])[NH:4][C:5]4=[O:16])=[O:14])=[CH:5][C:24]=2[O:23][CH2:22]1. (2) Given the reactants Cl.Cl.[O:3]1[C:7]2[CH:8]=[CH:9][CH:10]=[C:11]([CH:12]3[CH2:17][CH2:16][N:15]([CH2:18][CH2:19][C@H:20]4[CH2:25][CH2:24][C@H:23]([NH2:26])[CH2:22][CH2:21]4)[CH2:14][CH2:13]3)[C:6]=2[CH2:5][CH2:4]1.[CH3:27][C:28]1[O:32][N:31]=[C:30]([C:33]2[CH:41]=[CH:40][C:36]([C:37](O)=[O:38])=[CH:35][CH:34]=2)[N:29]=1, predict the reaction product. The product is: [O:3]1[C:7]2[CH:8]=[CH:9][CH:10]=[C:11]([CH:12]3[CH2:17][CH2:16][N:15]([CH2:18][CH2:19][C@H:20]4[CH2:21][CH2:22][C@H:23]([NH:26][C:37](=[O:38])[C:36]5[CH:35]=[CH:34][C:33]([C:30]6[N:29]=[C:28]([CH3:27])[O:32][N:31]=6)=[CH:41][CH:40]=5)[CH2:24][CH2:25]4)[CH2:14][CH2:13]3)[C:6]=2[CH2:5][CH2:4]1. (3) The product is: [CH3:28][C:26]1[N:27]=[C:23]([N:4]2[CH2:5][CH2:6][CH2:7][N:1]([C:8]([CH:10]3[CH2:15][CH2:14][O:13][CH2:12][CH2:11]3)=[O:9])[CH2:2][CH2:3]2)[S:24][CH:25]=1. Given the reactants [N:1]1([C:8]([CH:10]2[CH2:15][CH2:14][O:13][CH2:12][CH2:11]2)=[O:9])[CH2:7][CH2:6][CH2:5][NH:4][CH2:3][CH2:2]1.C(=O)([O-])[O-].[K+].[K+].Cl[C:23]1[S:24][CH:25]=[C:26]([CH3:28])[N:27]=1.C(OCC)(=O)C, predict the reaction product.